From a dataset of Forward reaction prediction with 1.9M reactions from USPTO patents (1976-2016). Predict the product of the given reaction. (1) Given the reactants C[O:2][C:3]1[CH:11]=[C:10]2[C:6]([C:7]([CH3:18])=[C:8]([C:12]3[CH:17]=[CH:16][CH:15]=[CH:14][CH:13]=3)[NH:9]2)=[CH:5][CH:4]=1.Cl.N1C=CC=CC=1.C(OCC)(=O)C, predict the reaction product. The product is: [OH:2][C:3]1[CH:11]=[C:10]2[C:6]([C:7]([CH3:18])=[C:8]([C:12]3[CH:17]=[CH:16][CH:15]=[CH:14][CH:13]=3)[NH:9]2)=[CH:5][CH:4]=1. (2) The product is: [CH:14]([C:17]1[CH:22]=[CH:21][C:20]([C:23]2[N:2]=[C:1]([C:3]3[CH:4]=[C:5]([CH:11]=[CH:12][CH:13]=3)[C:6]([O:8][CH2:9][CH3:10])=[O:7])[S:25][N:24]=2)=[CH:19][CH:18]=1)([CH3:16])[CH3:15]. Given the reactants [C:1]([C:3]1[CH:4]=[C:5]([CH:11]=[CH:12][CH:13]=1)[C:6]([O:8][CH2:9][CH3:10])=[O:7])#[N:2].[CH:14]([C:17]1[CH:22]=[CH:21][C:20]([C:23]2OC(=O)[S:25][N:24]=2)=[CH:19][CH:18]=1)([CH3:16])[CH3:15], predict the reaction product. (3) The product is: [C:1]([O:4][C:5]1[CH:10]=[CH:9][C:8]([O:24][CH:22]=[O:23])=[CH:7][C:6]=1[O:13][CH3:14])(=[O:3])[CH3:2]. Given the reactants [C:1]([O:4][C:5]1[CH:10]=[CH:9][C:8](C=O)=[CH:7][C:6]=1[O:13][CH3:14])(=[O:3])[CH3:2].C1C=C(Cl)C=C([C:22]([O:24]O)=[O:23])C=1, predict the reaction product. (4) Given the reactants [Cl:1][C:2]1[CH:3]=[C:4]([S:9]([NH:12][C:13]2[CH:14]=[C:15]3[C:19](=[CH:20][CH:21]=2)[NH:18][CH:17]=[CH:16]3)(=[O:11])=[O:10])[CH:5]=[C:6]([Cl:8])[CH:7]=1.[CH:22]1[CH:23]=[CH:24][C:25]([NH:28][C:29](NC2C=CC=CC=2)=[O:30])=[CH:26][CH:27]=1, predict the reaction product. The product is: [C:25]1([NH:28][C:29]([N:18]2[C:19]3[C:15](=[CH:14][C:13]([NH:12][S:9]([C:4]4[CH:3]=[C:2]([Cl:1])[CH:7]=[C:6]([Cl:8])[CH:5]=4)(=[O:11])=[O:10])=[CH:21][CH:20]=3)[CH:16]=[CH:17]2)=[O:30])[CH:26]=[CH:27][CH:22]=[CH:23][CH:24]=1. (5) Given the reactants [ClH:1].[CH2:2]([O:4][C:5]1[N:10]=[CH:9][C:8]([C:11]2([OH:24])[CH2:16][CH2:15][N:14](C(OC(C)(C)C)=O)[CH2:13][CH2:12]2)=[CH:7][CH:6]=1)[CH3:3], predict the reaction product. The product is: [ClH:1].[ClH:1].[CH2:2]([O:4][C:5]1[N:10]=[CH:9][C:8]([C:11]2([OH:24])[CH2:12][CH2:13][NH:14][CH2:15][CH2:16]2)=[CH:7][CH:6]=1)[CH3:3]. (6) The product is: [F:1][C:2]1[CH:3]=[CH:4][C:5](/[CH:8]=[CH:9]/[C:10]2[CH:11]=[CH:12][C:13]([N:16]3[C:21](=[O:22])[CH2:20][CH:18]([C:17]([OH:25])=[O:24])[CH2:19]3)=[CH:14][CH:15]=2)=[CH:6][CH:7]=1. Given the reactants [F:1][C:2]1[CH:7]=[CH:6][C:5](/[CH:8]=[CH:9]/[C:10]2[CH:15]=[CH:14][C:13]([NH2:16])=[CH:12][CH:11]=2)=[CH:4][CH:3]=1.[C:17]([OH:25])(=[O:24])[C:18]([CH2:20][C:21](O)=[O:22])=[CH2:19], predict the reaction product. (7) The product is: [CH2:8]([C:3]1[C:2]([B:12]([OH:17])[OH:13])=[CH:7][CH:6]=[CH:5][N:4]=1)[CH2:9][CH:10]=[CH2:11]. Given the reactants Br[C:2]1[C:3]([CH2:8][CH2:9][CH:10]=[CH2:11])=[N:4][CH:5]=[CH:6][CH:7]=1.[B:12](OC(C)C)([O:17]C(C)C)[O:13]C(C)C.[Li]CCCC, predict the reaction product.